This data is from Catalyst prediction with 721,799 reactions and 888 catalyst types from USPTO. The task is: Predict which catalyst facilitates the given reaction. (1) Reactant: C([O:8][N:9]1[C:15](=[O:16])[N:14]2[CH2:17][C@H:10]1[C:11]([CH2:21][CH2:22][NH:23][C:24](=[O:30])[O:25][C:26]([CH3:29])([CH3:28])[CH3:27])=[CH:12][C@H:13]2[C:18](=[O:20])[NH2:19])C1C=CC=CC=1. Product: [C:18]([C@@H:13]1[CH:12]=[C:11]([CH2:21][CH2:22][NH:23][C:24](=[O:30])[O:25][C:26]([CH3:27])([CH3:28])[CH3:29])[C@@H:10]2[CH2:17][N:14]1[C:15](=[O:16])[N:9]2[OH:8])(=[O:20])[NH2:19]. The catalyst class is: 99. (2) Reactant: C([O:3][C:4]([C:6]1([S:14]([C:17]2[CH:22]=[CH:21][C:20]([O:23][CH2:24][CH2:25][CH2:26][CH3:27])=[CH:19][CH:18]=2)(=[O:16])=[O:15])[CH2:11][CH2:10][N:9]([CH2:12][CH3:13])[CH2:8][CH2:7]1)=[O:5])C. Product: [CH2:12]([N:9]1[CH2:8][CH2:7][C:6]([S:14]([C:17]2[CH:18]=[CH:19][C:20]([O:23][CH2:24][CH2:25][CH2:26][CH3:27])=[CH:21][CH:22]=2)(=[O:16])=[O:15])([C:4]([OH:5])=[O:3])[CH2:11][CH2:10]1)[CH3:13]. The catalyst class is: 273. (3) Reactant: [F:1][C:2]1[CH:7]=[CH:6][C:5]([N:8]2[C:16]3[CH:15]=[C:14]4[CH2:17][CH2:18][C@H:19]5[C:24]([C@@:13]4([CH3:31])[CH2:12][C:11]=3[CH:10]=[N:9]2)=[CH:23][CH2:22][C@@H:21]([C:25]([F:28])([F:27])[F:26])[C@@H:20]5[CH:29]=O)=[CH:4][CH:3]=1.[C:32]1([NH2:39])[CH:37]=[CH:36][CH:35]=[CH:34][C:33]=1[NH2:38]. Product: [NH:38]1[C:33]2[CH:34]=[CH:35][CH:36]=[CH:37][C:32]=2[N:39]=[C:29]1[C@H:20]1[C@H:21]([C:25]([F:28])([F:27])[F:26])[CH2:22][CH:23]=[C:24]2[C@@H:19]1[CH2:18][CH2:17][C:14]1[C@:13]2([CH3:31])[CH2:12][C:11]2[CH:10]=[N:9][N:8]([C:5]3[CH:6]=[CH:7][C:2]([F:1])=[CH:3][CH:4]=3)[C:16]=2[CH:15]=1. The catalyst class is: 641. (4) The catalyst class is: 4. Product: [OH:2][C:3]1[CH:4]=[CH:5][C:6]([O:7][C:8]2[C:22]([CH3:23])=[CH:21][C:11]3[C:12]([CH2:15][C:16]([O:18][CH2:19][CH3:20])=[O:17])=[CH:13][O:14][C:10]=3[C:9]=2[CH3:24])=[CH:25][CH:26]=1. Reactant: C[O:2][C:3]1[CH:26]=[CH:25][C:6]([O:7][C:8]2[C:22]([CH3:23])=[CH:21][C:11]3[C:12]([CH2:15][C:16]([O:18][CH2:19][CH3:20])=[O:17])=[CH:13][O:14][C:10]=3[C:9]=2[CH3:24])=[CH:5][CH:4]=1.[Cl-].[Al+3].[Cl-].[Cl-].C(S)C.